From a dataset of Choline transporter screen with 302,306 compounds. Binary Classification. Given a drug SMILES string, predict its activity (active/inactive) in a high-throughput screening assay against a specified biological target. (1) The compound is S(=O)(=O)(N1CC(CCC1)C(=O)Nc1scc(n1)CC(OCC)=O)c1[nH]cnc1. The result is 0 (inactive). (2) The drug is s1c2nc(oc(=O)c2c(c2ccccc2)c1)C. The result is 0 (inactive).